From a dataset of NCI-60 drug combinations with 297,098 pairs across 59 cell lines. Regression. Given two drug SMILES strings and cell line genomic features, predict the synergy score measuring deviation from expected non-interaction effect. (1) Drug 1: COC1=NC(=NC2=C1N=CN2C3C(C(C(O3)CO)O)O)N. Drug 2: C1CCC(C(C1)N)N.C(=O)(C(=O)[O-])[O-].[Pt+4]. Cell line: A549. Synergy scores: CSS=13.0, Synergy_ZIP=-3.93, Synergy_Bliss=-1.42, Synergy_Loewe=-35.3, Synergy_HSA=-2.58. (2) Drug 1: CC1=CC2C(CCC3(C2CCC3(C(=O)C)OC(=O)C)C)C4(C1=CC(=O)CC4)C. Drug 2: C1CC(=O)NC(=O)C1N2C(=O)C3=CC=CC=C3C2=O. Cell line: HCC-2998. Synergy scores: CSS=-0.758, Synergy_ZIP=2.88, Synergy_Bliss=2.91, Synergy_Loewe=0.869, Synergy_HSA=-0.0488.